From a dataset of NCI-60 drug combinations with 297,098 pairs across 59 cell lines. Regression. Given two drug SMILES strings and cell line genomic features, predict the synergy score measuring deviation from expected non-interaction effect. (1) Drug 1: C1=CC(=CC=C1CC(C(=O)O)N)N(CCCl)CCCl.Cl. Drug 2: CS(=O)(=O)OCCCCOS(=O)(=O)C. Cell line: PC-3. Synergy scores: CSS=10.8, Synergy_ZIP=-3.31, Synergy_Bliss=-1.71, Synergy_Loewe=-5.58, Synergy_HSA=-1.80. (2) Drug 1: CC1C(C(CC(O1)OC2CC(CC3=C2C(=C4C(=C3O)C(=O)C5=C(C4=O)C(=CC=C5)OC)O)(C(=O)CO)O)N)O.Cl. Drug 2: C1CCN(CC1)CCOC2=CC=C(C=C2)C(=O)C3=C(SC4=C3C=CC(=C4)O)C5=CC=C(C=C5)O. Cell line: SN12C. Synergy scores: CSS=-1.13, Synergy_ZIP=-2.13, Synergy_Bliss=-5.61, Synergy_Loewe=-3.92, Synergy_HSA=-4.18. (3) Drug 1: CC(C1=C(C=CC(=C1Cl)F)Cl)OC2=C(N=CC(=C2)C3=CN(N=C3)C4CCNCC4)N. Drug 2: C1C(C(OC1N2C=C(C(=O)NC2=O)F)CO)O. Cell line: MDA-MB-231. Synergy scores: CSS=39.6, Synergy_ZIP=2.75, Synergy_Bliss=2.80, Synergy_Loewe=-10.7, Synergy_HSA=4.98. (4) Drug 1: C1=CC(=CC=C1CC(C(=O)O)N)N(CCCl)CCCl.Cl. Drug 2: CN(CC1=CN=C2C(=N1)C(=NC(=N2)N)N)C3=CC=C(C=C3)C(=O)NC(CCC(=O)O)C(=O)O. Cell line: SK-MEL-5. Synergy scores: CSS=31.4, Synergy_ZIP=-6.91, Synergy_Bliss=2.26, Synergy_Loewe=-9.82, Synergy_HSA=0.261. (5) Drug 1: CC1=C(C=C(C=C1)NC(=O)C2=CC=C(C=C2)CN3CCN(CC3)C)NC4=NC=CC(=N4)C5=CN=CC=C5. Drug 2: COC1=C2C(=CC3=C1OC=C3)C=CC(=O)O2. Cell line: RXF 393. Synergy scores: CSS=3.08, Synergy_ZIP=-0.174, Synergy_Bliss=1.48, Synergy_Loewe=0.311, Synergy_HSA=0.302.